This data is from Full USPTO retrosynthesis dataset with 1.9M reactions from patents (1976-2016). The task is: Predict the reactants needed to synthesize the given product. (1) Given the product [OH:1][CH:2]([CH:3]1[C:31]2[C:26](=[CH:27][CH:28]=[CH:29][CH:30]=2)[O:25][C:5]2([CH2:10][CH2:9][N:8]([C:11]([C:13]3[CH:18]=[CH:17][C:16]([O:19][CH:20]([CH3:21])[CH3:22])=[C:15]([O:23][CH3:24])[CH:14]=3)=[O:12])[CH2:7][CH2:6]2)[CH2:4]1)[CH3:32], predict the reactants needed to synthesize it. The reactants are: [OH:1][CH2:2][CH:3]1[C:31]2[C:26](=[CH:27][CH:28]=[CH:29][CH:30]=2)[O:25][C:5]2([CH2:10][CH2:9][N:8]([C:11]([C:13]3[CH:18]=[CH:17][C:16]([O:19][CH:20]([CH3:22])[CH3:21])=[C:15]([O:23][CH3:24])[CH:14]=3)=[O:12])[CH2:7][CH2:6]2)[CH2:4]1.[CH3:32]C(OI1(OC(C)=O)(OC(C)=O)OC(=O)C2C=CC=CC1=2)=O.C[Mg]Cl. (2) The reactants are: [CH2:1]([N:8]1[C:13]([CH3:14])=[CH:12][C:11]([O:15][CH2:16][C:17]2[CH:24]=[CH:23][CH:22]=[CH:21][C:18]=2[C:19]#[N:20])=[CH:10][C:9]1=[O:25])[C:2]1[CH:7]=[CH:6][CH:5]=[CH:4][CH:3]=1.[Br:26]N1C(=O)CCC1=O. Given the product [CH2:1]([N:8]1[C:13]([CH3:14])=[CH:12][C:11]([O:15][CH2:16][C:17]2[CH:24]=[CH:23][CH:22]=[CH:21][C:18]=2[C:19]#[N:20])=[C:10]([Br:26])[C:9]1=[O:25])[C:2]1[CH:7]=[CH:6][CH:5]=[CH:4][CH:3]=1, predict the reactants needed to synthesize it. (3) Given the product [F:1][C:2]1[CH:7]=[CH:6][CH:5]=[CH:4][C:3]=1[N:8]1[C:12]([C:13]2[CH:14]=[CH:15][N:16]=[CH:17][CH:18]=2)=[C:11]([C:19]2[O:23][N:22]=[C:21]([C:24]3[CH:25]=[CH:26][C:27]([CH2:28][N:32]4[CH2:37][CH2:36][CH:35]([NH:38][C:39](=[O:41])[CH3:40])[CH2:34][CH2:33]4)=[CH:30][CH:31]=3)[N:20]=2)[N:10]=[N:9]1, predict the reactants needed to synthesize it. The reactants are: [F:1][C:2]1[CH:7]=[CH:6][CH:5]=[CH:4][C:3]=1[N:8]1[C:12]([C:13]2[CH:18]=[CH:17][N:16]=[CH:15][CH:14]=2)=[C:11]([C:19]2[O:23][N:22]=[C:21]([C:24]3[CH:31]=[CH:30][C:27]([CH:28]=O)=[CH:26][CH:25]=3)[N:20]=2)[N:10]=[N:9]1.[NH:32]1[CH2:37][CH2:36][CH:35]([NH:38][C:39](=[O:41])[CH3:40])[CH2:34][CH2:33]1. (4) Given the product [NH2:1][C:2]1[N:7]=[C:6]([NH:29][CH2:27][CH3:28])[C:5]([C:11]2[CH:12]=[CH:13][C:14](=[O:20])[N:15]([CH:17]([CH3:19])[CH3:18])[N:16]=2)=[C:4]([C:21]2[CH:26]=[CH:25][CH:24]=[CH:23][CH:22]=2)[N:3]=1, predict the reactants needed to synthesize it. The reactants are: [NH2:1][C:2]1[N:7]=[C:6](S(C)=O)[C:5]([C:11]2[CH:12]=[CH:13][C:14](=[O:20])[N:15]([CH:17]([CH3:19])[CH3:18])[N:16]=2)=[C:4]([C:21]2[CH:26]=[CH:25][CH:24]=[CH:23][CH:22]=2)[N:3]=1.[CH2:27]([NH2:29])[CH3:28]. (5) Given the product [F:1][C:2]1[CH:11]=[C:10]([F:12])[CH:9]=[C:8]2[C:3]=1[CH:4]([O:13][C:14]1[C:22]3[N:21]=[C:20]([CH3:23])[N:19]([CH3:24])[C:18]=3[CH:17]=[C:16]([C:25]([NH:30][CH3:29])=[O:27])[CH:15]=1)[CH2:5][CH2:6][O:7]2, predict the reactants needed to synthesize it. The reactants are: [F:1][C:2]1[CH:11]=[C:10]([F:12])[CH:9]=[C:8]2[C:3]=1[CH:4]([O:13][C:14]1[C:22]3[N:21]=[C:20]([CH3:23])[N:19]([CH3:24])[C:18]=3[CH:17]=[C:16]([C:25]([OH:27])=O)[CH:15]=1)[CH2:5][CH2:6][O:7]2.Cl.[CH3:29][NH2:30].